Dataset: Catalyst prediction with 721,799 reactions and 888 catalyst types from USPTO. Task: Predict which catalyst facilitates the given reaction. Reactant: [CH2:1]1[O:5][C:4]2[CH:6]=[C:7]([OH:10])[CH:8]=[CH:9][C:3]=2[O:2]1.C([Mg]Cl)(C)C.[NH:16]1[C:26]2[C:21](=[CH:22][CH:23]=[CH:24][CH:25]=2)[C:19](=[O:20])[C:17]1=[O:18].[Cl-].[NH4+]. Product: [OH:20][C:19]1([C:8]2[C:7]([OH:10])=[CH:6][C:4]3[O:5][CH2:1][O:2][C:3]=3[CH:9]=2)[C:21]2[C:26](=[CH:25][CH:24]=[CH:23][CH:22]=2)[NH:16][C:17]1=[O:18]. The catalyst class is: 132.